From a dataset of Reaction yield outcomes from USPTO patents with 853,638 reactions. Predict the reaction yield, written as a fraction of the theoretical maximum amount of product (1.0 means a 100% yield; for example, 0.34 means a 34% yield). The reactants are Cl[C:2]1[CH:3]=[C:4]([F:25])[C:5]2[N:6]([C:8]([CH2:11][O:12][C:13]3[C:22]4[C:17](=[CH:18][C:19]([O:23][CH3:24])=[CH:20][CH:21]=4)[N:16]=[CH:15][CH:14]=3)=[N:9][N:10]=2)[CH:7]=1.CC(C1C=C(C(C)C)C(C2C=CC=CC=2P(C2CCCCC2)C2CCCCC2)=C(C(C)C)C=1)C.[CH3:60][C:61]1[CH:65]=[C:64]([Sn](C)(C)C)[S:63][N:62]=1. The catalyst is C([O-])(=O)C.[Pd+2].C([O-])(=O)C.O1CCOCC1. The product is [F:25][C:4]1[C:5]2[N:6]([C:8]([CH2:11][O:12][C:13]3[C:22]4[C:17](=[CH:18][C:19]([O:23][CH3:24])=[CH:20][CH:21]=4)[N:16]=[CH:15][CH:14]=3)=[N:9][N:10]=2)[CH:7]=[C:2]([C:64]2[S:63][N:62]=[C:61]([CH3:60])[CH:65]=2)[CH:3]=1. The yield is 0.510.